This data is from Reaction yield outcomes from USPTO patents with 853,638 reactions. The task is: Predict the reaction yield, written as a fraction of the theoretical maximum amount of product (1.0 means a 100% yield; for example, 0.34 means a 34% yield). The reactants are [C:1]([O:5][C:6]([NH:8][C:9]1[CH:17]=[CH:16][C:12]([C:13]([OH:15])=O)=[CH:11][CH:10]=1)=[O:7])([CH3:4])([CH3:3])[CH3:2].[CH2:18]([NH2:30])[CH2:19][CH2:20][CH2:21][CH2:22][CH2:23][CH2:24][CH2:25][CH2:26][CH2:27][CH2:28][CH3:29].CCN=C=NCCCN(C)C.Cl.C1C=CC2N(O)N=NC=2C=1.CCN(CC)CC. The catalyst is C1COCC1. The product is [CH2:18]([NH:30][C:13]([C:12]1[CH:11]=[CH:10][C:9]([NH:8][C:6](=[O:7])[O:5][C:1]([CH3:2])([CH3:3])[CH3:4])=[CH:17][CH:16]=1)=[O:15])[CH2:19][CH2:20][CH2:21][CH2:22][CH2:23][CH2:24][CH2:25][CH2:26][CH2:27][CH2:28][CH3:29]. The yield is 0.650.